From a dataset of Catalyst prediction with 721,799 reactions and 888 catalyst types from USPTO. Predict which catalyst facilitates the given reaction. (1) Reactant: Cl.[OH:2][CH:3]1[O:11][C@H:10]([CH2:12][OH:13])[C@@H:8]([OH:9])[C@H:6]([OH:7])[C@H:4]1[NH2:5].S([O-])([O-])(=O)=O.[Na+].[Na+]. Product: [OH:2][CH:3]1[O:11][C@H:10]([CH2:12][OH:13])[C@@H:8]([OH:9])[C@H:6]([OH:7])[C@H:4]1[NH2:5]. The catalyst class is: 6. (2) The catalyst class is: 9. Product: [CH3:32][N:31]1[C:30]2[CH:33]=[CH:34][CH:35]=[CH:36][C:29]=2[N:28]=[C:27]1[CH2:26][O:18][C:15]1[CH:16]=[CH:17][C:12]([C:8]2[N:7]([C:4]3[CH:3]=[CH:2][N:1]=[CH:6][CH:5]=3)[CH:11]=[N:10][N:9]=2)=[CH:13][CH:14]=1. Reactant: [N:1]1[CH:6]=[CH:5][C:4]([N:7]2[CH:11]=[N:10][N:9]=[C:8]2[C:12]2[CH:17]=[CH:16][C:15]([OH:18])=[CH:14][CH:13]=2)=[CH:3][CH:2]=1.C(=O)([O-])[O-].[Cs+].[Cs+].Cl[CH2:26][C:27]1[N:31]([CH3:32])[C:30]2[CH:33]=[CH:34][CH:35]=[CH:36][C:29]=2[N:28]=1.O. (3) Product: [CH2:1]([C:3]1([CH2:26][CH2:27][OH:28])[C:8]2[NH:9][C:10]3[C:15]([C:7]=2[CH2:6][CH2:5][O:4]1)=[CH:14][C:13]([CH2:16][CH2:17][CH2:18][OH:19])=[CH:12][C:11]=3[CH:23]([CH3:24])[CH3:25])[CH3:2]. Reactant: [CH2:1]([C:3]1([CH2:26][CH2:27][OH:28])[C:8]2[NH:9][C:10]3[C:15]([C:7]=2[CH2:6][CH2:5][O:4]1)=[CH:14][C:13]([CH2:16][CH2:17][C:18](OCC)=[O:19])=[CH:12][C:11]=3[CH:23]([CH3:25])[CH3:24])[CH3:2].[H-].[H-].[H-].[H-].[Li+].[Al+3]. The catalyst class is: 27. (4) Reactant: [CH:1]([N:14]1[CH2:17][CH:16]([C:18](O)=[O:19])[CH2:15]1)([C:8]1[CH:13]=[CH:12][CH:11]=[CH:10][CH:9]=1)[C:2]1[CH:7]=[CH:6][CH:5]=[CH:4][CH:3]=1.[H-].[Al+3].[Li+].[H-].[H-].[H-].O.C(C(C(C([O-])=O)O)O)([O-])=O.[K+].[Na+]. Product: [CH:1]([N:14]1[CH2:17][CH:16]([CH2:18][OH:19])[CH2:15]1)([C:8]1[CH:13]=[CH:12][CH:11]=[CH:10][CH:9]=1)[C:2]1[CH:3]=[CH:4][CH:5]=[CH:6][CH:7]=1. The catalyst class is: 721.